From a dataset of NCI-60 drug combinations with 297,098 pairs across 59 cell lines. Regression. Given two drug SMILES strings and cell line genomic features, predict the synergy score measuring deviation from expected non-interaction effect. (1) Drug 1: CC1=CC2C(CCC3(C2CCC3(C(=O)C)OC(=O)C)C)C4(C1=CC(=O)CC4)C. Drug 2: CC1C(C(CC(O1)OC2CC(OC(C2O)C)OC3=CC4=CC5=C(C(=O)C(C(C5)C(C(=O)C(C(C)O)O)OC)OC6CC(C(C(O6)C)O)OC7CC(C(C(O7)C)O)OC8CC(C(C(O8)C)O)(C)O)C(=C4C(=C3C)O)O)O)O. Cell line: M14. Synergy scores: CSS=-4.11, Synergy_ZIP=2.15, Synergy_Bliss=0.230, Synergy_Loewe=-2.66, Synergy_HSA=-2.93. (2) Drug 1: C1=NC2=C(N=C(N=C2N1C3C(C(C(O3)CO)O)F)Cl)N. Drug 2: CC1CCC2CC(C(=CC=CC=CC(CC(C(=O)C(C(C(=CC(C(=O)CC(OC(=O)C3CCCCN3C(=O)C(=O)C1(O2)O)C(C)CC4CCC(C(C4)OC)O)C)C)O)OC)C)C)C)OC. Cell line: SR. Synergy scores: CSS=-3.19, Synergy_ZIP=2.40, Synergy_Bliss=-3.04, Synergy_Loewe=-21.9, Synergy_HSA=-6.41. (3) Drug 1: CC(C)(C#N)C1=CC(=CC(=C1)CN2C=NC=N2)C(C)(C)C#N. Drug 2: C(CN)CNCCSP(=O)(O)O. Cell line: SF-295. Synergy scores: CSS=-5.59, Synergy_ZIP=-1.12, Synergy_Bliss=-5.68, Synergy_Loewe=-12.6, Synergy_HSA=-6.76.